This data is from Forward reaction prediction with 1.9M reactions from USPTO patents (1976-2016). The task is: Predict the product of the given reaction. The product is: [Cl:1][C:2]1[CH:3]=[CH:4][C:5]2[N:11]3[CH:12]=[CH:13][CH:14]=[C:10]3[C@@H:9]([CH2:15][CH2:16][C:17]3[N:21]([CH2:43][C:42]([O:41][CH2:39][CH3:40])=[O:45])[N:20]=[N:19][N:18]=3)[O:8][C@H:7]([C:22]3[CH:27]=[CH:26][CH:25]=[C:24]([O:28][CH3:29])[C:23]=3[O:30][CH3:31])[C:6]=2[CH:32]=1. Given the reactants [Cl:1][C:2]1[CH:3]=[CH:4][C:5]2[N:11]3[CH:12]=[CH:13][CH:14]=[C:10]3[C@@H:9]([CH2:15][CH2:16][C:17]3[NH:21][N:20]=[N:19][N:18]=3)[O:8][C@H:7]([C:22]3[CH:27]=[CH:26][CH:25]=[C:24]([O:28][CH3:29])[C:23]=3[O:30][CH3:31])[C:6]=2[CH:32]=1.C(=O)([O-])[O-].[K+].[K+].[CH2:39]([O:41][C:42](=[O:45])[CH2:43]Br)[CH3:40], predict the reaction product.